From a dataset of Reaction yield outcomes from USPTO patents with 853,638 reactions. Predict the reaction yield, written as a fraction of the theoretical maximum amount of product (1.0 means a 100% yield; for example, 0.34 means a 34% yield). (1) The reactants are [C:1]([C:7]1[C:11]2[CH:12]=[CH:13][CH:14]=[CH:15][C:10]=2[O:9][C:8]=1[C:16]1[CH:17]=[C:18]2[C:23](=[CH:24][CH:25]=1)[CH:22]=[C:21]([O:26][CH2:27][C:28]([O:30]CC)=[O:29])[CH:20]=[CH:19]2)(=[O:6])[CH2:2][CH2:3][CH2:4][CH3:5].[OH-].[Na+]. The catalyst is C(O)C.O. The product is [C:1]([C:7]1[C:11]2[CH:12]=[CH:13][CH:14]=[CH:15][C:10]=2[O:9][C:8]=1[C:16]1[CH:17]=[C:18]2[C:23](=[CH:24][CH:25]=1)[CH:22]=[C:21]([O:26][CH2:27][C:28]([OH:30])=[O:29])[CH:20]=[CH:19]2)(=[O:6])[CH2:2][CH2:3][CH2:4][CH3:5]. The yield is 0.490. (2) The reactants are [O:1]1[C:5]([C:6]([OH:8])=O)=[CH:4][N:3]=[CH:2]1.CN(C(ON1N=NC2C=CC=CC1=2)=[N+](C)C)C.[B-](F)(F)(F)F.C(N(CC)CC)C.[NH2:38][C:39]1[CH:47]=[CH:46][CH:45]=[C:44]2[C:40]=1[C:41]([C:52]([N:54]1[CH2:59][CH2:58][CH:57]([C:60]3[CH:61]=[C:62]([CH:71]=[CH:72][C:73]=3[F:74])[CH2:63][NH:64][C:65](=[O:70])[C:66]([F:69])([F:68])[F:67])[CH2:56][CH2:55]1)=[O:53])=[CH:42][N:43]2[CH2:48][CH2:49][O:50][CH3:51]. The catalyst is CN(C=O)C.CCOC(C)=O. The product is [F:74][C:73]1[CH:72]=[CH:71][C:62]([CH2:63][NH:64][C:65](=[O:70])[C:66]([F:69])([F:68])[F:67])=[CH:61][C:60]=1[CH:57]1[CH2:56][CH2:55][N:54]([C:52]([C:41]2[C:40]3[C:44](=[CH:45][CH:46]=[CH:47][C:39]=3[NH:38][C:6]([C:5]3[O:1][CH:2]=[N:3][CH:4]=3)=[O:8])[N:43]([CH2:48][CH2:49][O:50][CH3:51])[CH:42]=2)=[O:53])[CH2:59][CH2:58]1. The yield is 0.880. (3) The reactants are [C:1]([O:5][C:6]([N:8]1[C@H:12]([CH:13]=[O:14])[CH2:11][O:10][C:9]1([CH3:16])[CH3:15])=[O:7])([CH3:4])([CH3:3])[CH3:2].[F:17][C:18]([Si](C)(C)C)([F:20])[F:19].[F-].C([N+](CCCC)(CCCC)CCCC)CCC. The catalyst is C1COCC1.[F-].C([N+](CCCC)(CCCC)CCCC)CCC. The product is [CH3:15][C:9]1([CH3:16])[N:8]([C:6]([O:5][C:1]([CH3:4])([CH3:3])[CH3:2])=[O:7])[C@H:12]([CH:13]([OH:14])[C:18]([F:20])([F:19])[F:17])[CH2:11][O:10]1. The yield is 0.920. (4) The reactants are Cl[C:2]1[O:6][N:5]=[C:4]([C:7]2[CH:12]=[CH:11][CH:10]=[CH:9][CH:8]=2)[CH:3]=1.[CH2:13]1[CH2:23][CH2:22][N:21]2[C:16](=[N:17][CH2:18][CH2:19][CH2:20]2)CC1. The catalyst is C(Cl)Cl. The product is [CH3:16][N:21]1[CH2:20][CH:19]2[CH:23]([CH2:13][N:17]([C:2]3[O:6][N:5]=[C:4]([C:7]4[CH:12]=[CH:11][CH:10]=[CH:9][CH:8]=4)[CH:3]=3)[CH2:18]2)[CH2:22]1. The yield is 0.250. (5) The reactants are [Br:1][C:2]1[CH:7]=[CH:6][C:5]([S:8](Cl)(=[O:10])=[O:9])=[C:4]([CH2:12][CH3:13])[CH:3]=1.[N-:14]=[N+:15]=[N-:16].[Na+].S(Cl)(Cl)(=O)=O. The catalyst is O.CC(C)=O. The product is [Br:1][C:2]1[CH:7]=[CH:6][C:5]([S:8]([N:14]=[N+:15]=[N-:16])(=[O:10])=[O:9])=[C:4]([CH2:12][CH3:13])[CH:3]=1. The yield is 0.980.